Dataset: Reaction yield outcomes from USPTO patents with 853,638 reactions. Task: Predict the reaction yield, written as a fraction of the theoretical maximum amount of product (1.0 means a 100% yield; for example, 0.34 means a 34% yield). (1) The reactants are [CH3:1][O:2][C:3]([C:5]1[CH:14]=[N:13][CH:12]=[C:11]2[C:6]=1[CH2:7][CH2:8][N:9]([C:15]1[CH:16]=[C:17]([CH:21]=[CH:22][CH:23]=1)[C:18]([OH:20])=O)[CH2:10]2)=[O:4].C(N(CC)CC)C.CCCP(=O)=O.[CH:37]([C:40]1[CH:41]=[C:42]([CH:44]=[CH:45][CH:46]=1)[NH2:43])([CH3:39])[CH3:38]. The catalyst is CN(C1C=CN=CC=1)C.ClCCCl. The product is [CH:37]([C:40]1[CH:41]=[C:42]([NH:43][C:18]([C:17]2[CH:16]=[C:15]([N:9]3[CH2:10][C:11]4[CH:12]=[N:13][CH:14]=[C:5]([C:3]([O:2][CH3:1])=[O:4])[C:6]=4[CH2:7][CH2:8]3)[CH:23]=[CH:22][CH:21]=2)=[O:20])[CH:44]=[CH:45][CH:46]=1)([CH3:39])[CH3:38]. The yield is 0.680. (2) The reactants are [NH2:1][C@H:2]1[CH2:6][CH2:5][CH2:4][C@@H:3]1[CH2:7][CH2:8][C@@H:9]1[N:14]([S:15]([C:18]2[CH:23]=[CH:22][CH:21]=[CH:20][CH:19]=2)(=[O:17])=[O:16])[CH2:13][CH2:12][N:11]([C:24]([O:26][C:27]([CH3:30])([CH3:29])[CH3:28])=[O:25])[CH2:10]1.[F:31][C:32]1[CH:37]=[CH:36][C:35]([CH:38]([C:48]2[CH:53]=[CH:52][C:51]([F:54])=[CH:50][CH:49]=2)[C@H:39]([NH:43][C:44]([O:46][CH3:47])=[O:45])[C:40](O)=[O:41])=[CH:34][CH:33]=1.CCN(C(C)C)C(C)C.CN(C(ON1N=NC2C=CC=NC1=2)=[N+](C)C)C.F[P-](F)(F)(F)(F)F. The catalyst is C(Cl)Cl.C([O-])(O)=O.[Na+].CCOC(C)=O. The product is [F:31][C:32]1[CH:33]=[CH:34][C:35]([CH:38]([C:48]2[CH:49]=[CH:50][C:51]([F:54])=[CH:52][CH:53]=2)[C@H:39]([NH:43][C:44]([O:46][CH3:47])=[O:45])[C:40]([NH:1][C@H:2]2[CH2:6][CH2:5][CH2:4][C@@H:3]2[CH2:7][CH2:8][C@@H:9]2[N:14]([S:15]([C:18]3[CH:23]=[CH:22][CH:21]=[CH:20][CH:19]=3)(=[O:17])=[O:16])[CH2:13][CH2:12][N:11]([C:24]([O:26][C:27]([CH3:30])([CH3:29])[CH3:28])=[O:25])[CH2:10]2)=[O:41])=[CH:36][CH:37]=1. The yield is 0.400.